This data is from Forward reaction prediction with 1.9M reactions from USPTO patents (1976-2016). The task is: Predict the product of the given reaction. (1) The product is: [CH3:20][S:21][C:22]1[CH:27]=[CH:26][CH:25]=[CH:24][C:23]=1[C:2]1[C:12]2[O:11][CH2:10][CH2:9][N:8]([C:13]([O:15][C:16]([CH3:19])([CH3:18])[CH3:17])=[O:14])[CH2:7][C:6]=2[CH:5]=[CH:4][CH:3]=1. Given the reactants Br[C:2]1[C:12]2[O:11][CH2:10][CH2:9][N:8]([C:13]([O:15][C:16]([CH3:19])([CH3:18])[CH3:17])=[O:14])[CH2:7][C:6]=2[CH:5]=[CH:4][CH:3]=1.[CH3:20][S:21][C:22]1[CH:27]=[CH:26][CH:25]=[CH:24][C:23]=1B(O)O.O, predict the reaction product. (2) Given the reactants [CH3:1][N:2]1[C:10]2[N:9]=[C:8]([Br:11])[N:7]([CH2:12][C:13]#[C:14][CH3:15])[C:6]=2[C:5](=[O:16])[NH:4][C:3]1=[O:17].C(=O)([O-])[O-].[K+].[K+].Br[CH2:25][C:26]1[S:27][C:28]2[CH:34]=[CH:33][CH:32]=[CH:31][C:29]=2[N:30]=1.O, predict the reaction product. The product is: [S:27]1[C:28]2[CH:34]=[CH:33][CH:32]=[CH:31][C:29]=2[N:30]=[C:26]1[CH2:25][N:4]1[C:5](=[O:16])[C:6]2[N:7]([CH2:12][C:13]#[C:14][CH3:15])[C:8]([Br:11])=[N:9][C:10]=2[N:2]([CH3:1])[C:3]1=[O:17]. (3) Given the reactants [CH:1]([C:3]1[NH:4][CH:5]=[CH:6][N:7]=1)=[O:2].[C:8]([O:11][CH2:12][CH2:13]Br)(=[O:10])[CH3:9].C(=O)([O-])[O-].[K+].[K+], predict the reaction product. The product is: [CH:1]([C:3]1[N:4]([CH2:9][C:8]([O:11][CH2:12][CH3:13])=[O:10])[CH:5]=[CH:6][N:7]=1)=[O:2]. (4) Given the reactants O.[NH2:2]N.[N:4]1([C:9]([N:11]2[CH2:16][CH2:15][N:14]([C:17]([C:19]3[CH:24]=[CH:23][CH:22]=[CH:21][C:20]=3[C:25]([F:28])([F:27])[F:26])=[O:18])[CH2:13][CH2:12]2)=[S:10])C=CN=C1, predict the reaction product. The product is: [F:26][C:25]([F:28])([F:27])[C:20]1[CH:21]=[CH:22][CH:23]=[CH:24][C:19]=1[C:17]([N:14]1[CH2:15][CH2:16][N:11]([C:9]([NH:4][NH2:2])=[S:10])[CH2:12][CH2:13]1)=[O:18]. (5) Given the reactants [Br:1][C:2]1[N:6]=[C:5](Br)[N:4]([CH3:8])[N:3]=1.[C:9]1([CH:15]2[CH2:18][NH:17][CH2:16]2)[CH:14]=[CH:13][CH:12]=[CH:11][CH:10]=1.C(N(CC)C(C)C)(C)C, predict the reaction product. The product is: [Br:1][C:2]1[N:6]=[C:5]([N:17]2[CH2:18][CH:15]([C:9]3[CH:14]=[CH:13][CH:12]=[CH:11][CH:10]=3)[CH2:16]2)[N:4]([CH3:8])[N:3]=1. (6) Given the reactants C(OC([NH:8][CH2:9][CH2:10][S:11]([C:14]1[CH:19]=[CH:18][CH:17]=[CH:16][CH:15]=1)(=[O:13])=[O:12])=O)(C)(C)C.[ClH:20], predict the reaction product. The product is: [ClH:20].[C:14]1([S:11]([CH2:10][CH2:9][NH2:8])(=[O:12])=[O:13])[CH:15]=[CH:16][CH:17]=[CH:18][CH:19]=1.